Task: Regression. Given two drug SMILES strings and cell line genomic features, predict the synergy score measuring deviation from expected non-interaction effect.. Dataset: NCI-60 drug combinations with 297,098 pairs across 59 cell lines (1) Drug 1: CN(C)N=NC1=C(NC=N1)C(=O)N. Drug 2: CCN(CC)CCNC(=O)C1=C(NC(=C1C)C=C2C3=C(C=CC(=C3)F)NC2=O)C. Cell line: CAKI-1. Synergy scores: CSS=12.0, Synergy_ZIP=-5.72, Synergy_Bliss=-5.03, Synergy_Loewe=-1.36, Synergy_HSA=-1.30. (2) Drug 1: CCCCC(=O)OCC(=O)C1(CC(C2=C(C1)C(=C3C(=C2O)C(=O)C4=C(C3=O)C=CC=C4OC)O)OC5CC(C(C(O5)C)O)NC(=O)C(F)(F)F)O. Drug 2: B(C(CC(C)C)NC(=O)C(CC1=CC=CC=C1)NC(=O)C2=NC=CN=C2)(O)O. Cell line: LOX IMVI. Synergy scores: CSS=85.6, Synergy_ZIP=7.67, Synergy_Bliss=7.15, Synergy_Loewe=2.63, Synergy_HSA=8.42. (3) Drug 1: C1CN(P(=O)(OC1)NCCCl)CCCl. Drug 2: N.N.Cl[Pt+2]Cl. Cell line: NCI-H322M. Synergy scores: CSS=-4.93, Synergy_ZIP=0.833, Synergy_Bliss=-3.23, Synergy_Loewe=-8.83, Synergy_HSA=-6.25. (4) Drug 1: CCC1=CC2CC(C3=C(CN(C2)C1)C4=CC=CC=C4N3)(C5=C(C=C6C(=C5)C78CCN9C7C(C=CC9)(C(C(C8N6C)(C(=O)OC)O)OC(=O)C)CC)OC)C(=O)OC.C(C(C(=O)O)O)(C(=O)O)O. Drug 2: CC1C(C(CC(O1)OC2CC(CC3=C2C(=C4C(=C3O)C(=O)C5=C(C4=O)C(=CC=C5)OC)O)(C(=O)C)O)N)O.Cl. Cell line: HOP-62. Synergy scores: CSS=39.1, Synergy_ZIP=4.26, Synergy_Bliss=5.50, Synergy_Loewe=2.95, Synergy_HSA=5.39. (5) Drug 1: CC1=C(C=C(C=C1)NC(=O)C2=CC=C(C=C2)CN3CCN(CC3)C)NC4=NC=CC(=N4)C5=CN=CC=C5. Drug 2: CC1=C2C(C(=O)C3(C(CC4C(C3C(C(C2(C)C)(CC1OC(=O)C(C(C5=CC=CC=C5)NC(=O)OC(C)(C)C)O)O)OC(=O)C6=CC=CC=C6)(CO4)OC(=O)C)O)C)O. Cell line: SF-268. Synergy scores: CSS=3.89, Synergy_ZIP=11.5, Synergy_Bliss=10.1, Synergy_Loewe=-3.64, Synergy_HSA=-1.46. (6) Drug 1: CC1CCC2CC(C(=CC=CC=CC(CC(C(=O)C(C(C(=CC(C(=O)CC(OC(=O)C3CCCCN3C(=O)C(=O)C1(O2)O)C(C)CC4CCC(C(C4)OC)O)C)C)O)OC)C)C)C)OC. Drug 2: CC1=C(C(=O)C2=C(C1=O)N3CC4C(C3(C2COC(=O)N)OC)N4)N. Cell line: U251. Synergy scores: CSS=41.9, Synergy_ZIP=-2.10, Synergy_Bliss=-2.03, Synergy_Loewe=-2.08, Synergy_HSA=2.35.